From a dataset of NCI-60 drug combinations with 297,098 pairs across 59 cell lines. Regression. Given two drug SMILES strings and cell line genomic features, predict the synergy score measuring deviation from expected non-interaction effect. (1) Drug 1: C1=C(C(=O)NC(=O)N1)F. Drug 2: CS(=O)(=O)OCCCCOS(=O)(=O)C. Cell line: SNB-19. Synergy scores: CSS=29.7, Synergy_ZIP=-2.70, Synergy_Bliss=-3.03, Synergy_Loewe=-10.7, Synergy_HSA=-0.749. (2) Drug 1: CCCCCOC(=O)NC1=NC(=O)N(C=C1F)C2C(C(C(O2)C)O)O. Drug 2: C1CNP(=O)(OC1)N(CCCl)CCCl. Cell line: SF-295. Synergy scores: CSS=-0.0565, Synergy_ZIP=1.95, Synergy_Bliss=1.07, Synergy_Loewe=0.989, Synergy_HSA=-1.52.